Dataset: Full USPTO retrosynthesis dataset with 1.9M reactions from patents (1976-2016). Task: Predict the reactants needed to synthesize the given product. (1) Given the product [CH:36]([N:35]([C:32]1[CH:33]=[CH:34][C:29]([N:26]2[CH2:25][CH2:24][N:23]([CH3:22])[CH2:28][CH2:27]2)=[CH:30][C:31]=1[O:38][CH:39]([CH3:41])[CH3:40])[C:55]1[N:56]=[CH:57][C:52]2[S:51][C:50]([C:62]([O:64][CH3:65])=[O:63])=[C:49]([C:47]3[CH:48]=[C:43]([F:42])[CH:44]=[CH:45][C:46]=3[O:66][CH3:67])[C:53]=2[N:54]=1)=[O:37], predict the reactants needed to synthesize it. The reactants are: CC(N=P(N1CCCC1)(N1CCCC1)N1CCCC1)(C)C.[CH3:22][N:23]1[CH2:28][CH2:27][N:26]([C:29]2[CH:34]=[CH:33][C:32]([NH:35][CH:36]=[O:37])=[C:31]([O:38][CH:39]([CH3:41])[CH3:40])[CH:30]=2)[CH2:25][CH2:24]1.[F:42][C:43]1[CH:44]=[CH:45][C:46]([O:66][CH3:67])=[C:47]([C:49]2[C:53]3[N:54]=[C:55](S(C)(=O)=O)[N:56]=[CH:57][C:52]=3[S:51][C:50]=2[C:62]([O:64][CH3:65])=[O:63])[CH:48]=1. (2) Given the product [F:1][C:2]([F:15])([F:16])[C:3](=[O:14])[CH2:4][CH2:5][CH2:6][CH2:7][CH2:8][CH2:9][C:10]([OH:12])=[O:11], predict the reactants needed to synthesize it. The reactants are: [F:1][C:2]([F:16])([F:15])[C:3](=[O:14])[CH2:4][CH2:5][CH2:6][CH2:7][CH2:8][CH2:9][C:10]([O:12]C)=[O:11].[Li+].[OH-].